Dataset: Reaction yield outcomes from USPTO patents with 853,638 reactions. Task: Predict the reaction yield, written as a fraction of the theoretical maximum amount of product (1.0 means a 100% yield; for example, 0.34 means a 34% yield). (1) The catalyst is C(Cl)Cl.C(OCC)C. The yield is 0.957. The reactants are [NH2:1][C:2]1[CH:7]=[CH:6][C:5]([C@@H:8]([CH3:17])[CH2:9][NH:10][S:11]([CH:14]([CH3:16])[CH3:15])(=[O:13])=[O:12])=[CH:4][CH:3]=1.C(N(CC)CC)C.[F:25][C:26]1[CH:27]=[C:28]([CH:32]=[C:33]([F:35])[CH:34]=1)[C:29](Cl)=[O:30]. The product is [CH3:17][C@H:8]([C:5]1[CH:4]=[CH:3][C:2]([NH:1][C:29]([C:28]2[CH:27]=[C:26]([F:25])[CH:34]=[C:33]([F:35])[CH:32]=2)=[O:30])=[CH:7][CH:6]=1)[CH2:9][NH:10][S:11]([CH:14]([CH3:16])[CH3:15])(=[O:13])=[O:12]. (2) The reactants are [N:1]1[CH:6]=[CH:5][C:4]([C:7](=O)[CH2:8][C:9](=O)[CH3:10])=[CH:3][CH:2]=1.[NH:13]([C:15]1[N:20]=[CH:19][C:18]([S:21]([NH2:24])(=[O:23])=[O:22])=[CH:17][CH:16]=1)[NH2:14].C([O-])(O)=O.[Na+]. The catalyst is C(O)(=O)C. The product is [CH3:10][C:9]1[CH:8]=[C:7]([C:4]2[CH:5]=[CH:6][N:1]=[CH:2][CH:3]=2)[N:13]([C:15]2[N:20]=[CH:19][C:18]([S:21]([NH2:24])(=[O:23])=[O:22])=[CH:17][CH:16]=2)[N:14]=1. The yield is 0.740.